This data is from Peptide-MHC class II binding affinity with 134,281 pairs from IEDB. The task is: Regression. Given a peptide amino acid sequence and an MHC pseudo amino acid sequence, predict their binding affinity value. This is MHC class II binding data. (1) The peptide sequence is KGKSAWYVDTEIINE. The MHC is DRB1_1302 with pseudo-sequence DRB1_1302. The binding affinity (normalized) is 0.107. (2) The peptide sequence is SNQVKFYFNKRLN. The MHC is HLA-DQA10101-DQB10501 with pseudo-sequence HLA-DQA10101-DQB10501. The binding affinity (normalized) is 0.299. (3) The peptide sequence is QMATTLPVQRHPRSL. The MHC is DRB1_0301 with pseudo-sequence DRB1_0301. The binding affinity (normalized) is 0.177. (4) The peptide sequence is PCRIPVIVADDLTAA. The MHC is DRB5_0101 with pseudo-sequence DRB5_0101. The binding affinity (normalized) is 0.190. (5) The peptide sequence is AAGVAAWSLIALMIP. The MHC is HLA-DQA10301-DQB10302 with pseudo-sequence HLA-DQA10301-DQB10302. The binding affinity (normalized) is 0.196. (6) The peptide sequence is WGAIWRIDTPEVLKG. The MHC is HLA-DPA10103-DPB10401 with pseudo-sequence HLA-DPA10103-DPB10401. The binding affinity (normalized) is 0.138. (7) The peptide sequence is STVLGFAALAAAAAF. The MHC is HLA-DPA10201-DPB10501 with pseudo-sequence HLA-DPA10201-DPB10501. The binding affinity (normalized) is 0.390. (8) The peptide sequence is QGVADAYITLVTLPK. The MHC is HLA-DQA10301-DQB10302 with pseudo-sequence HLA-DQA10301-DQB10302. The binding affinity (normalized) is 0.358. (9) The peptide sequence is RTFVATFGAASNKAF. The MHC is HLA-DQA10301-DQB10302 with pseudo-sequence HLA-DQA10301-DQB10302. The binding affinity (normalized) is 0.349. (10) The peptide sequence is INEPTAAAIAYGLDP. The MHC is HLA-DQA10102-DQB10602 with pseudo-sequence HLA-DQA10102-DQB10602. The binding affinity (normalized) is 0.606.